Dataset: Full USPTO retrosynthesis dataset with 1.9M reactions from patents (1976-2016). Task: Predict the reactants needed to synthesize the given product. (1) Given the product [C:20]1([C:12]2([N:15]3[CH2:16][CH2:17][CH2:18][CH2:19]3)[CH2:11][CH2:10][C:7]3([CH2:6][CH2:5][NH:4][CH2:9][CH2:8]3)[CH2:14][CH2:13]2)[CH:25]=[CH:24][CH:23]=[CH:22][CH:21]=1, predict the reactants needed to synthesize it. The reactants are: C([N:4]1[CH2:9][CH2:8][C:7]2([CH2:14][CH2:13][C:12]([C:20]3[CH:25]=[CH:24][CH:23]=[CH:22][CH:21]=3)([N:15]3[CH2:19][CH2:18][CH2:17][CH2:16]3)[CH2:11][CH2:10]2)[CH2:6][CH2:5]1)C=C.CN(C)C1(C2C=CC=CC=2)CCC2(CCNCC2)CC1. (2) Given the product [Cl:1][C:2]1[CH:7]=[CH:6][CH:5]=[C:4]([Cl:8])[C:3]=1[NH:9][C:10]1[NH:22][C:19]2[CH:20]=[CH:21][C:16]([C:15]([OH:24])=[O:14])=[CH:17][C:18]=2[N:23]=1, predict the reactants needed to synthesize it. The reactants are: [Cl:1][C:2]1[CH:7]=[CH:6][CH:5]=[C:4]([Cl:8])[C:3]=1[N:9]=[C:10]=S.C([O:14][C:15](=[O:24])[C:16]1[CH:21]=[CH:20][C:19]([NH2:22])=[C:18]([NH2:23])[CH:17]=1)C.CC(C)N=C=NC(C)C. (3) Given the product [CH3:1][C:2]1[CH:3]=[CH:4][C:5]([N+:9]([O-:11])=[O:10])=[C:6]([CH:7]=1)[O:8][CH2:22][CH:21]1[CH2:19][O:20]1, predict the reactants needed to synthesize it. The reactants are: [CH3:1][C:2]1[CH:3]=[CH:4][C:5]([N+:9]([O-:11])=[O:10])=[C:6]([OH:8])[CH:7]=1.C(=O)([O-])[O-].[K+].[K+].C[CH2:19][O:20][CH2:21][CH3:22]. (4) Given the product [CH3:1][CH2:2][CH2:3][CH2:4][CH2:5][C:6]1[CH:7]=[C:8]([OH:23])[C:9]2[C@@H:15]3[CH:16]=[C:17]([CH3:20])[CH2:18][CH2:19][C@H:14]3[C:13]([CH3:22])([CH3:21])[O:12][C:10]=2[CH:11]=1, predict the reactants needed to synthesize it. The reactants are: [CH3:1][CH2:2][CH2:3][CH2:4][CH2:5][C:6]1[CH:7]=[C:8]([OH:23])[C:9]2[C@@H:15]3[CH:16]=[C:17]([CH3:20])[CH2:18][CH2:19][C@H:14]3[C:13]([CH3:22])([CH3:21])[O:12][C:10]=2[CH:11]=1.[C@]12(CS([O-])(=O)=O)C(C)(C)C(CC1)CC2=O.[OH-].[Na+]. (5) The reactants are: [CH3:1][O:2][C:3]([N:5]1[C@@H:13]2[C@@H:8]([C@@:9]([OH:23])([C:14]#[C:15][C:16]3[CH:17]=[C:18]([CH3:22])[CH:19]=[CH:20][CH:21]=3)[CH2:10][CH2:11][CH2:12]2)[CH2:7][CH2:6]1)=[O:4].[CH3:24][N:25]([CH3:34])[C:26]([CH2:28][CH2:29][CH2:30][C:31](O)=[O:32])=[O:27]. Given the product [CH3:24][N:25]([CH3:34])[C:26](=[O:27])[CH2:28][CH2:29][CH2:30][C:31]([O:23][C@@:9]1([C:14]#[C:15][C:16]2[CH:17]=[C:18]([CH3:22])[CH:19]=[CH:20][CH:21]=2)[CH2:10][CH2:11][CH2:12][C@@H:13]2[C@H:8]1[CH2:7][CH2:6][N:5]2[C:3]([O:2][CH3:1])=[O:4])=[O:32], predict the reactants needed to synthesize it. (6) Given the product [Cl:71][C:12]1[CH:13]=[C:8]([C:7]2[C:3]([C:1]#[N:2])=[CH:4][N:5]([CH2:27][C:28]([OH:30])=[O:29])[CH:6]=2)[CH:9]=[C:10]([S:18]([N:21]2[CH2:26][CH2:25][CH2:24][CH2:23][CH2:22]2)(=[O:20])=[O:19])[CH:11]=1, predict the reactants needed to synthesize it. The reactants are: [C:1]([C:3]1[C:7]([C:8]2[CH:13]=[C:12](C(F)(F)F)[CH:11]=[C:10]([S:18]([N:21]3[CH2:26][CH2:25][CH2:24][CH2:23][CH2:22]3)(=[O:20])=[O:19])[CH:9]=2)=[CH:6][N:5]([CH2:27][C:28]([OH:30])=[O:29])[CH:4]=1)#[N:2].COC(=O)CN1C=C(C#N)C(C2C=C(C(F)(F)F)C=C(N)C=2)=C1.COC(=O)CN1C=C(C#N)C(C2C=C([Cl:71])C=C(N)C=2)=C1. (7) Given the product [CH2:1]([C:3]1([CH3:21])[CH:12]=[CH:11][C:10]2[C:5](=[CH:6][CH:7]=[C:8]([CH2:13][N:14]([C:15]3[CH:16]=[CH:17][CH:18]=[CH:19][CH:20]=3)[S:39]([C:33]3[CH:34]=[CH:35][C:36]([O:37][CH3:38])=[C:31]([O:30][CH3:29])[CH:32]=3)(=[O:41])=[O:40])[CH:9]=2)[O:4]1)[CH3:2], predict the reactants needed to synthesize it. The reactants are: [CH2:1]([C:3]1([CH3:21])[CH:12]=[CH:11][C:10]2[C:5](=[CH:6][CH:7]=[C:8]([CH2:13][NH:14][C:15]3[CH:20]=[CH:19][CH:18]=[CH:17][CH:16]=3)[CH:9]=2)[O:4]1)[CH3:2].CCN(CC)CC.[CH3:29][O:30][C:31]1[CH:32]=[C:33]([S:39](Cl)(=[O:41])=[O:40])[CH:34]=[CH:35][C:36]=1[O:37][CH3:38].[NH4+].[Cl-]. (8) Given the product [Br:1][C:2]1[C:11]([O:12][CH3:13])=[CH:10][C:9]2[CH:4]([CH:5]([N:25]3[CH2:30][CH2:29][O:28][CH2:27][CH2:26]3)[N:6]=[C:7]([Cl:14])[N:8]=2)[CH:3]=1, predict the reactants needed to synthesize it. The reactants are: [Br:1][C:2]1[CH:3]=[C:4]2[C:9](=[CH:10][C:11]=1[O:12][CH3:13])[N:8]=[C:7]([Cl:14])[N:6]=[C:5]2Cl.C(N(C(C)C)CC)(C)C.[NH:25]1[CH2:30][CH2:29][O:28][CH2:27][CH2:26]1.